This data is from Experimentally validated miRNA-target interactions with 360,000+ pairs, plus equal number of negative samples. The task is: Binary Classification. Given a miRNA mature sequence and a target amino acid sequence, predict their likelihood of interaction. (1) The miRNA is hsa-miR-490-3p with sequence CAACCUGGAGGACUCCAUGCUG. The protein sequence of the target gene is MARATNLNAAPSAGASGPPDSLPSTLAPPSPGSPAALPRASTPCGLSGFSGLNIRSTSSMLTKPLQGHPSPPVTPTQPPGGKDRAAFEAEYRLGPLLGKGGFGTVFAGHRVTDRRQVAIKVISRNRVLGWSTVSDSVTCPLEVALLWKVGEGNGHPGVIRLLDWFETPEGFMLVLERPMPAQDLFDYITEKGPLGESCSRSFFTQVVAAVQHCHARGVVHRDIKDENILIDLCRGSIKLIDFGSGALLHDEPYTDFDGTRVYSPPEWISRHQYHALPATVWSLGVLLYDMVCGDIPFERD.... Result: 0 (no interaction). (2) The miRNA is mmu-miR-433-3p with sequence AUCAUGAUGGGCUCCUCGGUGU. The protein sequence of the target gene is MARFTNCLLKNIFTRSQFDSAKRRQCLQYLNALRSLQHNGYKTVYFGETEIPETLVTGEDFSDSYYIHTPSWCILHAGGSQGWVPWKYRMFLRNDLCIKKEDSLFLEFCDVVKRAYGKCAIVVKGRRQQDEMKPKTDKEGEAKAYVPTSINLTSIACSPGVAKSYGHELISLPPYYNYLNPLDSAWSSMKWFIINNRKEFCLQSVDNVYTYRYILFSDLISKGIEKVNLTKWKAITNKVRRWENYYLAKFS. Result: 0 (no interaction). (3) Result: 0 (no interaction). The miRNA is hsa-miR-5007-5p with sequence UAGAGUCUGGCUGAUAUGGUUU. The protein sequence of the target gene is MAQPLAFILDVPETPGDQGQGPSPYDESEVHDSFQQLIQEQSQCTAQEGLELQQREREVTGSSQQTLWRPEGTQSTATLRILASMPSRTIGRSRGAIISQYYNRTVQLRCRSSRPLLGNFVRSAWPSLRLYDLELDPTALEEEEKQSLLVKELQSLAVAQRDHMLRGMPLSLAEKRSLREKSRTPRGKWRGQPGSGGVCSCCGRLRYACVLALHSLGLALLSALQALMPWRYALKRIGGQFGSSVLSYFLFLKTLLAFNALLLLLLVAFIMGPQVAFPPALPGPAPVCTGLELLTGAGCF....